This data is from Full USPTO retrosynthesis dataset with 1.9M reactions from patents (1976-2016). The task is: Predict the reactants needed to synthesize the given product. (1) Given the product [CH3:1][O:2][C:3](=[O:30])[C:4]1[CH:9]=[CH:8][CH:7]=[C:6]([CH2:10][N:11]([CH:25]2[CH2:29][CH2:28][CH2:27][CH2:26]2)[C:12]2[N:17]=[C:16]([C:18]3[CH:23]=[CH:22][C:21]([O:24][C@H:35]4[CH2:36][CH2:37][C@@H:32]([CH3:31])[CH2:33][CH2:34]4)=[CH:20][CH:19]=3)[CH:15]=[CH:14][N:13]=2)[CH:5]=1, predict the reactants needed to synthesize it. The reactants are: [CH3:1][O:2][C:3](=[O:30])[C:4]1[CH:9]=[CH:8][CH:7]=[C:6]([CH2:10][N:11]([CH:25]2[CH2:29][CH2:28][CH2:27][CH2:26]2)[C:12]2[N:17]=[C:16]([C:18]3[CH:23]=[CH:22][C:21]([OH:24])=[CH:20][CH:19]=3)[CH:15]=[CH:14][N:13]=2)[CH:5]=1.[CH3:31][C@H:32]1[CH2:37][CH2:36][C@H:35](O)[CH2:34][CH2:33]1.C1(P(C2C=CC=CC=2)C2C=CC=CC=2)C=CC=CC=1.N(C(OC(C)C)=O)=NC(OC(C)C)=O. (2) Given the product [CH:1]1([C:4]2[C:5]([O:26][CH2:27][C:28]([F:29])([F:30])[F:31])=[CH:6][C:7]([C:10]([NH:12][C:13]([C:20]3[N:24]=[C:23]([CH3:25])[O:22][N:21]=3)([CH3:19])[C:14]([OH:16])=[O:15])=[O:11])=[N:8][CH:9]=2)[CH2:3][CH2:2]1, predict the reactants needed to synthesize it. The reactants are: [CH:1]1([C:4]2[C:5]([O:26][CH2:27][C:28]([F:31])([F:30])[F:29])=[CH:6][C:7]([C:10]([NH:12][C:13]([C:20]3[N:24]=[C:23]([CH3:25])[O:22][N:21]=3)([CH3:19])[C:14]([O:16]CC)=[O:15])=[O:11])=[N:8][CH:9]=2)[CH2:3][CH2:2]1.O. (3) Given the product [OH:12][C:5]1[CH:6]=[CH:7][CH:8]=[C:9]2[C:4]=1[N:3]=[C:2]([N:13]1[CH2:18][CH2:17][NH:16][CH2:15][CH2:14]1)[CH:11]=[CH:10]2, predict the reactants needed to synthesize it. The reactants are: Cl[C:2]1[CH:11]=[CH:10][C:9]2[C:4](=[C:5]([OH:12])[CH:6]=[CH:7][CH:8]=2)[N:3]=1.[NH:13]1[CH2:18][CH2:17][NH:16][CH2:15][CH2:14]1. (4) Given the product [Br:18][C:19]1[C:20]([CH:26]([C:28]2[CH:33]=[CH:32][CH:31]=[C:30]([Cl:34])[CH:29]=2)[O:27][CH:36]2[CH2:37][CH2:38][CH2:39][CH2:40][O:35]2)=[C:21]([Cl:25])[S:22][C:23]=1[Cl:24], predict the reactants needed to synthesize it. The reactants are: C1(C)C=CC(S([O-])(=O)=O)=CC=1.[NH+]1C=CC=CC=1.[Br:18][C:19]1[C:20]([CH:26]([C:28]2[CH:33]=[CH:32][CH:31]=[C:30]([Cl:34])[CH:29]=2)[OH:27])=[C:21]([Cl:25])[S:22][C:23]=1[Cl:24].[O:35]1[CH:40]=[CH:39][CH2:38][CH2:37][CH2:36]1. (5) Given the product [F:1][C:2]1[CH:7]=[CH:6][CH:5]=[C:4]([F:8])[C:3]=1[C:9]1[C:10]2[O:15][CH:27]([CH2:26][OH:29])[CH2:28][C:11]=2[CH:12]=[CH:13][CH:14]=1, predict the reactants needed to synthesize it. The reactants are: [F:1][C:2]1[CH:7]=[CH:6][CH:5]=[C:4]([F:8])[C:3]=1[C:9]1[C:10]([OH:15])=[CH:11][CH:12]=[CH:13][CH:14]=1.C(=O)([O-])[O-].[K+].[K+].C(Br)C=C.[CH2:26]([O:29]CC=C)[CH:27]=[CH2:28].C(C1C(C(F)(F)F)=CC=C(Cl)C=1O)C=C.C(C1C=CC=C(C2C(F)=CC=CC=2F)C=1O)C=C.ClC1C=C(C=CC=1)C(OO)=O.ClC1C2OC(CO)CC=2C(C(F)(F)F)=CC=1.